Dataset: Full USPTO retrosynthesis dataset with 1.9M reactions from patents (1976-2016). Task: Predict the reactants needed to synthesize the given product. (1) The reactants are: [CH3:1][O:2][C:3]1[CH:8]=[CH:7][C:6]([N+:9]([O-])=O)=[C:5]([O:12][C:13]2[CH:18]=[CH:17][CH:16]=[CH:15][CH:14]=2)[CH:4]=1.[H][H]. Given the product [CH3:1][O:2][C:3]1[CH:8]=[CH:7][C:6]([NH2:9])=[C:5]([O:12][C:13]2[CH:14]=[CH:15][CH:16]=[CH:17][CH:18]=2)[CH:4]=1, predict the reactants needed to synthesize it. (2) The reactants are: [C:1](N1C=CC=CC1=O)(N1C=CC=CC1=O)=[S:2].[NH2:17][C:18]1[C:19]([Cl:36])=[C:20]([CH:32]=[CH:33][C:34]=1[Cl:35])[CH2:21][NH:22][C:23](=[O:31])[C:24]([CH3:30])([C:26]([F:29])([F:28])[F:27])[CH3:25]. Given the product [Cl:36][C:19]1[C:18]([N:17]=[C:1]=[S:2])=[C:34]([Cl:35])[CH:33]=[CH:32][C:20]=1[CH2:21][NH:22][C:23](=[O:31])[C:24]([CH3:30])([C:26]([F:27])([F:28])[F:29])[CH3:25], predict the reactants needed to synthesize it. (3) Given the product [F:29][CH:2]([F:1])[C:3]1[CH:7]=[C:6]([CH:8]([F:10])[F:9])[N:5]([CH2:11][C:12]([N:14]2[CH2:15][CH2:16][C:17]([C:21]3[S:22][CH:23]=[C:24]([C:26]([N:70]([CH3:42])[CH:74]4[C:73]5[C:33](=[CH:32][CH:41]=[CH:71][CH:72]=5)[CH2:34][CH2:35][CH2:36]4)=[O:28])[N:25]=3)([F:20])[CH2:18][CH2:19]2)=[O:13])[N:4]=1, predict the reactants needed to synthesize it. The reactants are: [F:1][CH:2]([F:29])[C:3]1[CH:7]=[C:6]([CH:8]([F:10])[F:9])[N:5]([CH2:11][C:12]([N:14]2[CH2:19][CH2:18][C:17]([C:21]3[S:22][CH:23]=[C:24]([C:26]([OH:28])=O)[N:25]=3)([F:20])[CH2:16][CH2:15]2)=[O:13])[N:4]=1.CN[CH:32]1[C:41]2[C:36](=CC=CC=2)[CH2:35][CH2:34][CH2:33]1.[CH3:42]CN(C(C)C)C(C)C.F[P-](F)(F)(F)(F)F.Br[P+]([N:70]1[CH2:74][CH2:73][CH2:72][CH2:71]1)([N:70]1[CH2:74][CH2:73][CH2:72][CH2:71]1)[N:70]1[CH2:74][CH2:73][CH2:72][CH2:71]1. (4) Given the product [Cl:14][C:10]1[CH:9]=[C:8]([C:6]2[N:7]=[C:2]([CH2:25][C:26]3[CH:34]=[CH:33][C:29]([CH3:30])=[CH:28][CH:27]=3)[C:3]3[CH2:17][CH2:16][CH2:15][C:4]=3[N:5]=2)[CH:13]=[CH:12][CH:11]=1, predict the reactants needed to synthesize it. The reactants are: Cl[C:2]1[C:3]2[CH2:17][CH2:16][CH2:15][C:4]=2[N:5]=[C:6]([C:8]2[CH:13]=[CH:12][CH:11]=[C:10]([Cl:14])[CH:9]=2)[N:7]=1.CN1C(=O)CCC1.[CH3:25][C:26]1[CH:34]=[CH:33][C:29]([CH2:30][Mg]Cl)=[CH:28][CH:27]=1.[Cl-]. (5) Given the product [Cl:1][C:2]1[CH:7]=[CH:6][C:5]([CH:8]([C:15]2[C:23]3[C:18](=[C:19]([CH2:24][S:25][CH3:26])[CH:20]=[CH:21][CH:22]=3)[N:17]([C:35]([O:37][C:38]([CH3:41])([CH3:40])[CH3:39])=[O:36])[CH:16]=2)[CH2:9][C:10]([O:12][CH2:13][CH3:14])=[O:11])=[C:4]([F:27])[CH:3]=1, predict the reactants needed to synthesize it. The reactants are: [Cl:1][C:2]1[CH:7]=[CH:6][C:5]([CH:8]([C:15]2[C:23]3[C:18](=[C:19]([CH2:24][S:25][CH3:26])[CH:20]=[CH:21][CH:22]=3)[NH:17][CH:16]=2)[CH2:9][C:10]([O:12][CH2:13][CH3:14])=[O:11])=[C:4]([F:27])[CH:3]=1.O1CCCC1.[H-].[Na+].[C:35](O[C:35]([O:37][C:38]([CH3:41])([CH3:40])[CH3:39])=[O:36])([O:37][C:38]([CH3:41])([CH3:40])[CH3:39])=[O:36]. (6) Given the product [F:1][C:2]1[C:3]([NH:23][C:24]2[CH:25]=[CH:26][CH:27]=[CH:28][CH:29]=2)=[N:4][C:5]([NH:8][C:9]2[CH:10]=[C:11]([NH:17][C:18](=[O:22])[C:19]([C:20]#[N:21])=[CH:33][CH:30]3[CH2:32][CH2:31]3)[CH:12]=[CH:13][C:14]=2[O:15][CH3:16])=[N:6][CH:7]=1, predict the reactants needed to synthesize it. The reactants are: [F:1][C:2]1[C:3]([NH:23][C:24]2[CH:29]=[CH:28][CH:27]=[CH:26][CH:25]=2)=[N:4][C:5]([NH:8][C:9]2[CH:10]=[C:11]([NH:17][C:18](=[O:22])[CH2:19][C:20]#[N:21])[CH:12]=[CH:13][C:14]=2[O:15][CH3:16])=[N:6][CH:7]=1.[CH:30]1([CH:33]=O)[CH2:32][CH2:31]1.C(O)(=O)C.N1CCCCC1. (7) Given the product [Br:1][CH2:2][CH2:3][CH:4]([C:17]1[CH:22]=[CH:21][CH:20]=[C:19]([C:23]([F:24])([F:25])[F:26])[CH:18]=1)[CH2:5][C:6]([NH:8][NH2:9])=[O:7], predict the reactants needed to synthesize it. The reactants are: [Br:1][CH2:2][CH2:3][CH:4]([C:17]1[CH:22]=[CH:21][CH:20]=[C:19]([C:23]([F:26])([F:25])[F:24])[CH:18]=1)[CH2:5][C:6]([NH:8][NH:9]C(OC(C)(C)C)=O)=[O:7].FC(F)(F)C(O)=O. (8) Given the product [N:1]([C:2]1[CH:7]=[CH:6][N:5]=[C:4]([CH2:8][C:9]2[C:18]3[C:13](=[CH:14][CH:15]=[CH:16][CH:17]=3)[C:12](=[O:19])[NH:11][N:10]=2)[CH:3]=1)=[C:28]=[O:30], predict the reactants needed to synthesize it. The reactants are: [NH2:1][C:2]1[CH:7]=[CH:6][N:5]=[C:4]([CH2:8][C:9]2[C:18]3[C:13](=[CH:14][CH:15]=[CH:16][CH:17]=3)[C:12](=[O:19])[NH:11][N:10]=2)[CH:3]=1.C(N(CC)CC)C.Cl[C:28](Cl)([O:30]C(=O)OC(Cl)(Cl)Cl)Cl.